Regression. Given a peptide amino acid sequence and an MHC pseudo amino acid sequence, predict their binding affinity value. This is MHC class II binding data. From a dataset of Peptide-MHC class II binding affinity with 134,281 pairs from IEDB. (1) The peptide sequence is LRTLILAPTRVVASE. The MHC is DRB1_1302 with pseudo-sequence DRB1_1302. The binding affinity (normalized) is 0.712. (2) The peptide sequence is CVYNMMGKREKKLSE. The MHC is DRB1_0701 with pseudo-sequence DRB1_0701. The binding affinity (normalized) is 0.517.